Task: Regression/Classification. Given a drug SMILES string, predict its toxicity properties. Task type varies by dataset: regression for continuous values (e.g., LD50, hERG inhibition percentage) or binary classification for toxic/non-toxic outcomes (e.g., AMES mutagenicity, cardiotoxicity, hepatotoxicity). Dataset: clintox.. Dataset: Clinical trial toxicity outcomes and FDA approval status for drugs (1) The molecule is COc1cc2c(Nc3ccc(Br)cc3F)ncnc2cc1OCC1CC[NH+](C)CC1. The result is 0 (passed clinical trial). (2) The drug is CCN(CC)CCS(=O)(=O)[C@@H]1CCN2C(=O)c3coc(n3)CC(=O)C[C@H](O)/C=C(C)/C=C/CNC(=O)/C=C/[C@@H](C)[C@@H](C(C)C)OC(=O)C12. The result is 0 (passed clinical trial). (3) The drug is Cc1cc(C)c(/C=C2\C(=O)Nc3ccccc32)[nH]1. The result is 0 (passed clinical trial). (4) The molecule is N#C[C@@H]1C[C@@H]2C[C@@H]2N1C(=O)[C@@H]([NH3+])C12CC3CC(CC(O)(C3)C1)C2. The result is 0 (passed clinical trial). (5) The molecule is Nc1nnc(-c2cccc(Cl)c2Cl)c(N)n1. The result is 0 (passed clinical trial). (6) The molecule is COc1ccc(CC(C)[NH2+]CC(O)c2ccc(O)c(NC=O)c2)cc1. The result is 0 (passed clinical trial). (7) The compound is CS(=O)(=O)CCNCc1ccc(-c2ccc3ncnc(Nc4ccc(OCc5cccc(F)c5)c(Cl)c4)c3c2)o1. The result is 0 (passed clinical trial). (8) The drug is C#Cc1cccc(Nc2ncnc3cc(OCCOC)c(OCCOC)cc23)c1.Cl. The result is 1 (failed clinical trial for toxicity).